This data is from Human Reference Interactome with 51,813 positive PPI pairs across 8,248 proteins, plus equal number of experimentally-validated negative pairs. The task is: Binary Classification. Given two protein amino acid sequences, predict whether they physically interact or not. (1) Protein 1 (ENSG00000176402) has sequence MCGRFLRRLLAEESRRSTPVGRLLLPVLLGFRLVLLAASGPGVYGDEQSEFVCHTQQPGCKAACFDAFHPLSPLRFWVFQVILVAVPSALYMGFTLYHVIWHWELSGKGKEEETLIQGREGNTDVPGAGSLRLLWAYVAQLGARLVLEGAALGLQYHLYGFQMPSSFACRREPCLGSITCNLSRPSEKTIFLKTMFGVSGFCLLFTFLELVLLGLGRWWRTWKHKSSSSKYFLTSESTRRHKKATDSLPVVETKEQFQEAVPGRSLAQEKQRPVGPRDA*. Protein 2 (ENSG00000131051) has sequence MADDIDIEAMLEAPYKKDENKLSSANGHEERSKKRKKSKSRSRSHERKRSKSKERKRSRDRERKKSKSRERKRSRSKERRRSRSRSRDRRFRGRYRSPYSGPKFNSAIRGKIGLPHSIKLSRRRSRSKSPFRKDKSPVREPIDNLTPEERDARTVFCMQLAARIRPRDLEEFFSTVGKVRDVRMISDRNSRRSKGIAYVEFVDVSSVPLAIGLTGQRVLGVPIIVQASQAEKNRAAAMANNLQKGSAGPMRLYVGSLHFNITEDMLRGIFEPFGRIESIQLMMDSETGRSKGYGFITFSD.... Result: 0 (the proteins do not interact). (2) Protein 1 (ENSG00000115904) has sequence MQAQQLPYEFFSEENAPKWRGLLVPALKKVQGQVHPTLESNDDALQYVEELILQLLNMLCQAQPRSASDVEERVQKSFPHPIDKWAIADAQSAIEKRKRRNPLSLPVEKIHPLLKEVLGYKIDHQVSVYIVAVLEYISADILKLVGNYVRNIRHYEITKQDIKVAMCADKVLMDMFHQDVEDINILSLTDEEPSTSGEQTYYDLVKAFMAEIRQYIRELNLIIKVFREPFVSNSKLFSANDVENIFSRIVDIHELSVKLLGHIEDTVEMTDEGSPHPLVGSCFEDLAEELAFDPYESYAR.... Protein 2 (ENSG00000203747) has sequence MWQLLLPTALLLLVSAGMRTEDLPKAVVFLEPQWYRVLEKDSVTLKCQGAYSPEDNSTQWFHNESLISSQASSYFIDAATVDDSGEYRCQTNLSTLSDPVQLEVHIGWLLLQAPRWVFKEEDPIHLRCHSWKNTALHKVTYLQNGKGRKYFHHNSDFYIPKATLKDSGSYFCRGLFGSKNVSSETVNITITQGLAVSTISSFFPPGYQVSFCLVMVLLFAVDTGLYFSVKTNIRSSTRDWKDHKFKWRKDPQDK*MWQLLLPTALLLLVSAGMRTDLPKAVVFLEPQWYRVLEKDSVTLK.... Result: 0 (the proteins do not interact).